Dataset: Reaction yield outcomes from USPTO patents with 853,638 reactions. Task: Predict the reaction yield, written as a fraction of the theoretical maximum amount of product (1.0 means a 100% yield; for example, 0.34 means a 34% yield). (1) The catalyst is [Pd].C(OCC)(=O)C. The reactants are [CH3:1]/[C:2](=[CH:8]\[C:9]1[CH:14]=[CH:13][C:12]([C:15]2[N:19]=[CH:18][N:17]([C:20]3[CH:25]=[CH:24][C:23]([O:26][C:27]([F:30])([F:29])[F:28])=[CH:22][CH:21]=3)[N:16]=2)=[CH:11][CH:10]=1)/[C:3]([O:5][CH2:6][CH3:7])=[O:4]. The product is [CH3:1][CH:2]([CH2:8][C:9]1[CH:10]=[CH:11][C:12]([C:15]2[N:19]=[CH:18][N:17]([C:20]3[CH:21]=[CH:22][C:23]([O:26][C:27]([F:29])([F:30])[F:28])=[CH:24][CH:25]=3)[N:16]=2)=[CH:13][CH:14]=1)[C:3]([O:5][CH2:6][CH3:7])=[O:4]. The yield is 1.00. (2) The reactants are [NH2:1][C:2]1[C:7]([C:8]2[O:12][N:11]=[C:10]([CH2:13][C:14]3[CH:19]=[CH:18][C:17]([OH:20])=[CH:16][CH:15]=3)[CH:9]=2)=[CH:6][CH:5]=[CH:4][N:3]=1.[OH-].[Na+].[F:23][C:24]1[CH:25]=[C:26]([CH:29]=[CH:30][CH:31]=1)[CH2:27]Br. The catalyst is CO. The product is [F:23][C:24]1[CH:25]=[C:26]([CH:29]=[CH:30][CH:31]=1)[CH2:27][O:20][C:17]1[CH:18]=[CH:19][C:14]([CH2:13][C:10]2[CH:9]=[C:8]([C:7]3[C:2]([NH2:1])=[N:3][CH:4]=[CH:5][CH:6]=3)[O:12][N:11]=2)=[CH:15][CH:16]=1. The yield is 0.550. (3) The reactants are [CH3:1][O:2][C:3]1[CH:4]=[C:5]2[C:10](=[CH:11][CH:12]=1)[C:9](=[O:13])[CH2:8][CH2:7][CH2:6]2.[H-].[Na+].[C:16](=O)([O:19]C)[O:17][CH3:18]. No catalyst specified. The product is [CH3:1][O:2][C:3]1[CH:4]=[C:5]2[C:10](=[CH:11][CH:12]=1)[C:9](=[O:13])[CH:8]([C:16]([O:17][CH3:18])=[O:19])[CH2:7][CH2:6]2. The yield is 0.360. (4) The reactants are C([O:8][CH2:9][CH2:10][CH2:11][CH2:12][CH2:13][CH2:14][CH2:15][CH2:16][CH2:17][CH2:18][CH2:19][CH2:20][CH2:21][CH2:22][CH:23]=[CH:24][C:25]1[C:33]2[C:28](=[CH:29][CH:30]=[CH:31][CH:32]=2)[N:27]([S:34]([C:37]2[CH:42]=[CH:41][C:40]([O:43][CH3:44])=[CH:39][CH:38]=2)(=[O:36])=[O:35])[CH:26]=1)C1C=CC=CC=1.C.[H][H]. The catalyst is C(O)C.[Pd]. The product is [OH:8][CH2:9][CH2:10][CH2:11][CH2:12][CH2:13][CH2:14][CH2:15][CH2:16][CH2:17][CH2:18][CH2:19][CH2:20][CH2:21][CH2:22][CH2:23][CH2:24][C:25]1[C:33]2[C:28](=[CH:29][CH:30]=[CH:31][CH:32]=2)[N:27]([S:34]([C:37]2[CH:42]=[CH:41][C:40]([O:43][CH3:44])=[CH:39][CH:38]=2)(=[O:36])=[O:35])[CH:26]=1. The yield is 0.920.